From a dataset of Full USPTO retrosynthesis dataset with 1.9M reactions from patents (1976-2016). Predict the reactants needed to synthesize the given product. (1) Given the product [CH2:15]([C:11]1[S:12][C:13]([CH3:14])=[C:9]([CH3:8])[CH:10]=1)[C:17]1[CH:18]=[CH:19][CH:20]=[CH:21][CH:22]=1, predict the reactants needed to synthesize it. The reactants are: FC(F)(F)C(O)=O.[CH3:8][C:9]1[CH:10]=[C:11]([CH:15]([C:17]2[CH:22]=[CH:21][CH:20]=[CH:19][CH:18]=2)O)[S:12][C:13]=1[CH3:14].[BH4-].[Na+].[OH-].[Na+]. (2) Given the product [CH2:1]([O:8][C:9]([N:11]1[CH2:15][CH:14]([O:16][C:17](=[O:22])[C:18]([CH3:19])([CH3:21])[CH3:20])[CH2:13][N:12]1[C:38](=[O:39])[CH2:37][C:34]1[CH:35]=[CH:36][C:31]([F:30])=[CH:32][CH:33]=1)=[O:10])[C:2]1[CH:7]=[CH:6][CH:5]=[CH:4][CH:3]=1, predict the reactants needed to synthesize it. The reactants are: [CH2:1]([O:8][C:9]([N:11]1[CH2:15][CH:14]([O:16][C:17](=[O:22])[C:18]([CH3:21])([CH3:20])[CH3:19])[CH2:13][NH:12]1)=[O:10])[C:2]1[CH:7]=[CH:6][CH:5]=[CH:4][CH:3]=1.C(N(CC)CC)C.[F:30][C:31]1[CH:36]=[CH:35][C:34]([CH2:37][C:38](O)=[O:39])=[CH:33][CH:32]=1.Cl.C(N=C=NCCCN(C)C)C.